Dataset: Catalyst prediction with 721,799 reactions and 888 catalyst types from USPTO. Task: Predict which catalyst facilitates the given reaction. (1) Reactant: [OH:1][C:2]([CH3:26])([CH3:25])[CH2:3][C:4]1[CH:5]=[C:6]([CH:22]=[CH:23][CH:24]=1)[O:7][C:8]1[CH2:12][N:11]([C@@H:13]([CH2:17][CH:18]([CH3:20])[CH3:19])[C:14](O)=[O:15])[C:10](=[O:21])[CH:9]=1.[CH3:27][C:28]1([CH3:40])[O:32][C@H:31]([CH2:33][N:34]2[CH:38]=[CH:37][C:36]([NH2:39])=[N:35]2)[CH2:30][O:29]1.C(N(CC)C(C)C)(C)C.F[P-](F)(F)(F)(F)F.N1(O[P+](N(C)C)(N(C)C)N(C)C)C2C=CC=CC=2N=N1. Product: [CH3:27][C:28]1([CH3:40])[O:32][C@H:31]([CH2:33][N:34]2[CH:38]=[CH:37][C:36]([NH:39][C:14](=[O:15])[C@@H:13]([N:11]3[CH2:12][C:8]([O:7][C:6]4[CH:22]=[CH:23][CH:24]=[C:4]([CH2:3][C:2]([OH:1])([CH3:25])[CH3:26])[CH:5]=4)=[CH:9][C:10]3=[O:21])[CH2:17][CH:18]([CH3:20])[CH3:19])=[N:35]2)[CH2:30][O:29]1. The catalyst class is: 9. (2) Reactant: [C:1]([O:5][C:6]([N:8]1[C:16]2[C:11](=[CH:12][C:13]([O:17][Si](C(C)(C)C)(C)C)=[CH:14][CH:15]=2)[CH:10]=[C:9]1[C:25]1[C:26]2[S:39][CH:38]=[CH:37][C:27]=2[N:28]([C:30]([O:32][C:33]([CH3:36])([CH3:35])[CH3:34])=[O:31])[N:29]=1)=[O:7])([CH3:4])([CH3:3])[CH3:2].CCCC[N+](CCCC)(CCCC)CCCC.[F-]. Product: [C:1]([O:5][C:6]([N:8]1[C:16]2[C:11](=[CH:12][C:13]([OH:17])=[CH:14][CH:15]=2)[CH:10]=[C:9]1[C:25]1[C:26]2[S:39][CH:38]=[CH:37][C:27]=2[N:28]([C:30]([O:32][C:33]([CH3:36])([CH3:35])[CH3:34])=[O:31])[N:29]=1)=[O:7])([CH3:4])([CH3:2])[CH3:3]. The catalyst class is: 7. (3) Reactant: [H-].[Na+].[CH:3]1([N:7]2[CH2:13][CH2:12][C:11]3[CH:14]=[C:15]([OH:18])[CH:16]=[CH:17][C:10]=3[CH2:9][CH2:8]2)[CH2:6][CH2:5][CH2:4]1.Cl[C:20]1[CH:29]=[CH:28][C:23]([C:24]([NH:26][CH3:27])=[O:25])=[CH:22][N:21]=1. Product: [CH:3]1([N:7]2[CH2:13][CH2:12][C:11]3[CH:14]=[C:15]([O:18][C:20]4[CH:29]=[CH:28][C:23]([C:24]([NH:26][CH3:27])=[O:25])=[CH:22][N:21]=4)[CH:16]=[CH:17][C:10]=3[CH2:9][CH2:8]2)[CH2:6][CH2:5][CH2:4]1. The catalyst class is: 16. (4) Reactant: [Cl:1][C:2]1[CH:3]=[C:4]([OH:9])[C:5](=[O:8])[NH:6][CH:7]=1.[Br:10]N1C(=O)CCC1=O. Product: [Br:10][C:7]1[NH:6][C:5](=[O:8])[C:4]([OH:9])=[CH:3][C:2]=1[Cl:1]. The catalyst class is: 15. (5) Product: [C:29](=[O:30])([O-:31])[NH2:36].[CH3:2][O:3][C:4]1[CH:10]=[CH:9][C:8]([C:11]2[C:17]3[CH:18]=[C:19]([O:26][CH3:27])[C:20]([O:24][CH3:25])=[C:21]([O:22][CH3:23])[C:16]=3[O:15][CH2:14][C:13](=[O:28])[CH:12]=2)=[CH:7][C:5]=1[NH:6][C:42]([CH:37]([NH:36][C:29](=[O:30])[O:31][C:32]([CH3:33])([CH3:35])[CH3:34])[CH2:38][CH:39]([CH3:41])[CH3:40])=[O:43]. The catalyst class is: 59. Reactant: [Cl-].[CH3:2][O:3][C:4]1[CH:10]=[CH:9][C:8]([C:11]2[C:17]3[CH:18]=[C:19]([O:26][CH3:27])[C:20]([O:24][CH3:25])=[C:21]([O:22][CH3:23])[C:16]=3[O:15][CH2:14][C:13](=[O:28])[CH:12]=2)=[CH:7][C:5]=1[NH3+:6].[C:29]([NH:36][C@H:37]([C:42](O)=[O:43])[CH2:38][CH:39]([CH3:41])[CH3:40])([O:31][C:32]([CH3:35])([CH3:34])[CH3:33])=[O:30].CN(C)CCCN=C=NCC.CN(C1C=CC=CN=1)C. (6) Reactant: IC1C=CC(C)=CC=1S(O)(=O)=O.OOS([O-])=O.[K+].[CH3:19][CH2:20][CH2:21][CH2:22][CH:23]([OH:28])[CH2:24][CH2:25][CH2:26][CH3:27]. Product: [CH3:19][CH2:20][CH2:21][CH2:22][C:23](=[O:28])[CH2:24][CH2:25][CH2:26][CH3:27]. The catalyst class is: 10. (7) Reactant: [CH3:1][C:2]([Si:5]([CH3:28])([CH3:27])[O:6][CH2:7][C:8]1[CH:9]=[C:10]([C:23](OC)=[O:24])[C:11]([C:14]2[CH:19]=[C:18]([O:20][CH3:21])[CH:17]=[CH:16][C:15]=2[F:22])=[CH:12][CH:13]=1)([CH3:4])[CH3:3].[H-].[H-].[H-].[H-].[Li+].[Al+3]. Product: [CH3:4][C:2]([Si:5]([CH3:27])([CH3:28])[O:6][CH2:7][C:8]1[CH:13]=[CH:12][C:11]([C:14]2[CH:19]=[C:18]([O:20][CH3:21])[CH:17]=[CH:16][C:15]=2[F:22])=[C:10]([CH2:23][OH:24])[CH:9]=1)([CH3:1])[CH3:3]. The catalyst class is: 1. (8) Reactant: [H-].[Al+3].[Li+].[H-].[H-].[H-].C[O:8][C:9]([C:11]1[N:19]=[CH:18][C:17]2[NH:16][C:15]3[N:20]=[CH:21][C:22]([Br:24])=[CH:23][C:14]=3[C:13]=2[CH:12]=1)=O. Product: [Br:24][C:22]1[CH:21]=[N:20][C:15]2[NH:16][C:17]3[CH:18]=[N:19][C:11]([CH2:9][OH:8])=[CH:12][C:13]=3[C:14]=2[CH:23]=1. The catalyst class is: 1. (9) Reactant: [CH3:1][O:2][CH:3]=[CH:4][CH:5]1[NH:10][C:9](=[O:11])[CH2:8][CH2:7][CH2:6]1. The catalyst class is: 78. Product: [CH3:1][O:2][CH2:3][CH2:4][CH:5]1[NH:10][C:9](=[O:11])[CH2:8][CH2:7][CH2:6]1.